From a dataset of Reaction yield outcomes from USPTO patents with 853,638 reactions. Predict the reaction yield, written as a fraction of the theoretical maximum amount of product (1.0 means a 100% yield; for example, 0.34 means a 34% yield). (1) The reactants are [OH:1][C:2]1[C:11]2[C:6](=[CH:7][CH:8]=[CH:9][CH:10]=2)[C:5]([NH:12][C:13](=[O:19])[O:14][C:15]([CH3:18])([CH3:17])[CH3:16])=[CH:4][CH:3]=1.C1CCN2C(=NCCC2)CC1.[Cl:31][C:32]1[N:37]=[C:36](Cl)[CH:35]=[CH:34][N:33]=1. The catalyst is CC#N. The product is [Cl:31][C:32]1[N:37]=[C:36]([O:1][C:2]2[C:11]3[C:6](=[CH:7][CH:8]=[CH:9][CH:10]=3)[C:5]([NH:12][C:13](=[O:19])[O:14][C:15]([CH3:16])([CH3:18])[CH3:17])=[CH:4][CH:3]=2)[CH:35]=[CH:34][N:33]=1. The yield is 0.340. (2) The reactants are [N:1]1([CH2:10][C:11]([OH:13])=O)[C:5]2=[N:6][CH:7]=[CH:8][CH:9]=[C:4]2[CH:3]=[CH:2]1.[F:14][C:15]1[CH:20]=[CH:19][C:18]([N:21]2[C:29]3[CH2:28][CH2:27][CH2:26][NH:25][C:24]=3[CH:23]=[N:22]2)=[CH:17][CH:16]=1.C(N(CC)CC)C.CN(C(ON1N=NC2C=CC=NC1=2)=[N+](C)C)C.F[P-](F)(F)(F)(F)F. The catalyst is CN(C=O)C.C(=O)(O)[O-].[Na+]. The product is [F:14][C:15]1[CH:16]=[CH:17][C:18]([N:21]2[C:29]3[CH2:28][CH2:27][CH2:26][N:25]([C:11](=[O:13])[CH2:10][N:1]4[C:5]5=[N:6][CH:7]=[CH:8][CH:9]=[C:4]5[CH:3]=[CH:2]4)[C:24]=3[CH:23]=[N:22]2)=[CH:19][CH:20]=1. The yield is 0.280. (3) The reactants are Br[CH2:2][CH2:3][O:4][Si:5]([C:8]([CH3:11])([CH3:10])[CH3:9])([CH3:7])[CH3:6].[Br:12][C:13]1[CH:14]=[C:15]([NH:21][C:22]2[CH:27]=[CH:26][C:25]([N:28]3[CH2:33][CH2:32][NH:31][CH2:30][CH2:29]3)=[CH:24][N:23]=2)[C:16](=[O:20])[N:17]([CH3:19])[CH:18]=1. The catalyst is CC#N. The product is [Br:12][C:13]1[CH:14]=[C:15]([NH:21][C:22]2[CH:27]=[CH:26][C:25]([N:28]3[CH2:33][CH2:32][N:31]([CH2:2][CH2:3][O:4][Si:5]([C:8]([CH3:11])([CH3:10])[CH3:9])([CH3:7])[CH3:6])[CH2:30][CH2:29]3)=[CH:24][N:23]=2)[C:16](=[O:20])[N:17]([CH3:19])[CH:18]=1. The yield is 0.900. (4) The reactants are [O:1]1[C:5]2[CH:6]=[C:7]([C:10]3([C:13]([OH:15])=[O:14])[CH2:12][CH2:11]3)[CH:8]=[CH:9][C:4]=2[CH:3]=[CH:2]1. The catalyst is CO.O=[Pt]=O. The product is [O:1]1[C:5]2[CH:6]=[C:7]([C:10]3([C:13]([OH:15])=[O:14])[CH2:12][CH2:11]3)[CH:8]=[CH:9][C:4]=2[CH2:3][CH2:2]1. The yield is 0.420. (5) The reactants are [C:1]([C:4]1[C:9]([O:10][CH2:11][CH2:12][CH2:13][C:14]([O:16]CC)=[O:15])=[C:8]([CH2:19][CH2:20][CH3:21])[C:7]([O:22][CH2:23][CH2:24][CH2:25][S:26][C:27]2[CH:32]=[CH:31][C:30]([C:33](=[O:35])[CH3:34])=[C:29]([OH:36])[C:28]=2[CH2:37][CH2:38][CH3:39])=[CH:6][CH:5]=1)(=[O:3])[CH3:2].[OH-].[Na+].O.Cl. The catalyst is C(O)C. The product is [C:1]([C:4]1[C:9]([O:10][CH2:11][CH2:12][CH2:13][C:14]([OH:16])=[O:15])=[C:8]([CH2:19][CH2:20][CH3:21])[C:7]([O:22][CH2:23][CH2:24][CH2:25][S:26][C:27]2[CH:32]=[CH:31][C:30]([C:33](=[O:35])[CH3:34])=[C:29]([OH:36])[C:28]=2[CH2:37][CH2:38][CH3:39])=[CH:6][CH:5]=1)(=[O:3])[CH3:2]. The yield is 0.652. (6) The reactants are [CH3:1][O:2][C:3]1[CH:11]=[CH:10][CH:9]=[C:8]2[C:4]=1[CH2:5][C:6](=[O:12])[NH:7]2.N1CC[CH2:16][CH2:15][CH2:14]1. The catalyst is CC(C)=O. The product is [C:15](=[C:5]1[C:4]2[C:8](=[CH:9][CH:10]=[CH:11][C:3]=2[O:2][CH3:1])[NH:7][C:6]1=[O:12])([CH3:16])[CH3:14]. The yield is 0.190. (7) The reactants are [CH2:1]([O:8][C:9]1[CH:10]=[CH:11][C:12]([O:19][CH3:20])=[C:13]([NH:15][C:16]([NH2:18])=[S:17])[CH:14]=1)[C:2]1[CH:7]=[CH:6][CH:5]=[CH:4][CH:3]=1.COC1C=C(C2C=CC=CC=2)C2SC(N)=NC=2C=1. The yield is 0.820. No catalyst specified. The product is [CH2:1]([O:8][C:9]1[C:14]2[S:17][C:16]([NH2:18])=[N:15][C:13]=2[C:12]([O:19][CH3:20])=[CH:11][CH:10]=1)[C:2]1[CH:3]=[CH:4][CH:5]=[CH:6][CH:7]=1. (8) The reactants are [N:1]1[N:2]=[C:3]([C:10]2[CH:19]=[CH:18][C:17]3[C:12](=[C:13]([O:21][Si](C(C)C)(C(C)C)C(C)C)[CH:14]=[C:15]([F:20])[CH:16]=3)[N:11]=2)[N:4]2[CH:9]=[CH:8][CH:7]=[CH:6][C:5]=12.CCCC[N+](CCCC)(CCCC)CCCC.[F-]. The catalyst is C1COCC1. The product is [N:1]1[N:2]=[C:3]([C:10]2[CH:19]=[CH:18][C:17]3[C:12](=[C:13]([OH:21])[CH:14]=[C:15]([F:20])[CH:16]=3)[N:11]=2)[N:4]2[CH:9]=[CH:8][CH:7]=[CH:6][C:5]=12. The yield is 0.870. (9) The catalyst is C1(C)C=CC=CC=1. The product is [CH3:1][N:2]([CH2:3][CH2:4][CH2:5][NH:6][S:7]([C:10]1[CH:15]=[C:14]([S:16]([C:19]2[CH:20]=[CH:21][CH:22]=[CH:23][CH:24]=2)(=[O:17])=[O:18])[CH:13]=[CH:12][C:11]=1[C:25]([F:28])([F:27])[F:26])(=[O:9])=[O:8])[C:29](=[O:35])[CH2:30][CH2:31][C:32]([OH:34])=[O:33]. The reactants are [CH3:1][NH:2][CH2:3][CH2:4][CH2:5][NH:6][S:7]([C:10]1[CH:15]=[C:14]([S:16]([C:19]2[CH:24]=[CH:23][CH:22]=[CH:21][CH:20]=2)(=[O:18])=[O:17])[CH:13]=[CH:12][C:11]=1[C:25]([F:28])([F:27])[F:26])(=[O:9])=[O:8].[C:29]1(=[O:35])[O:34][C:32](=[O:33])[CH2:31][CH2:30]1. The yield is 0.710.